From a dataset of Full USPTO retrosynthesis dataset with 1.9M reactions from patents (1976-2016). Predict the reactants needed to synthesize the given product. (1) Given the product [Br:1][C:2]1[C:6]2[N:7]([CH2:13][C:14]3[CH:15]=[CH:16][C:17]([C:20]([F:23])([F:22])[F:21])=[CH:18][CH:19]=3)[CH:8]=[CH:9][C:5]=2[S:4][CH:3]=1, predict the reactants needed to synthesize it. The reactants are: [Br:1][C:2]1[C:6]2[N:7]([CH2:13][C:14]3[CH:19]=[CH:18][C:17]([C:20]([F:23])([F:22])[F:21])=[CH:16][CH:15]=3)[C:8](C(O)=O)=[CH:9][C:5]=2[S:4][CH:3]=1.Cl. (2) Given the product [C:1]([C:3]1([CH2:6][O:7][C:8]2[C:29]([O:30][CH3:31])=[CH:28][C:11]3[C:12]4[N:17]([CH:18]([CH2:20][CH3:21])[CH2:19][C:10]=3[CH:9]=2)[CH:16]=[C:15]([C:22]([OH:24])=[O:23])[C:14](=[O:27])[CH:13]=4)[CH2:4][CH2:5]1)#[N:2], predict the reactants needed to synthesize it. The reactants are: [C:1]([C:3]1([CH2:6][O:7][C:8]2[C:29]([O:30][CH3:31])=[CH:28][C:11]3[C:12]4[N:17]([CH:18]([CH2:20][CH3:21])[CH2:19][C:10]=3[CH:9]=2)[CH:16]=[C:15]([C:22]([O:24]CC)=[O:23])[C:14](=[O:27])[CH:13]=4)[CH2:5][CH2:4]1)#[N:2].O[Li].O. (3) Given the product [ClH:41].[C:1]([N:4]1[C:13]2[C:8](=[CH:9][C:10]([C:14]3[CH:15]=[CH:16][C:17]([C:20](=[O:21])[NH:22][CH2:23][CH2:24][NH2:25])=[CH:18][CH:19]=3)=[CH:11][CH:12]=2)[C@H:7]([NH:33][C:34](=[O:39])[O:35][CH:36]([CH3:37])[CH3:38])[CH2:6][C@@H:5]1[CH3:40])(=[O:3])[CH3:2], predict the reactants needed to synthesize it. The reactants are: [C:1]([N:4]1[C:13]2[C:8](=[CH:9][C:10]([C:14]3[CH:19]=[CH:18][C:17]([C:20]([NH:22][CH2:23][CH2:24][NH:25]C(OC(C)(C)C)=O)=[O:21])=[CH:16][CH:15]=3)=[CH:11][CH:12]=2)[C@H:7]([NH:33][C:34](=[O:39])[O:35][CH:36]([CH3:38])[CH3:37])[CH2:6][C@@H:5]1[CH3:40])(=[O:3])[CH3:2].[ClH:41]. (4) Given the product [NH2:33][C:23]1[CH:22]=[C:21]([CH2:3][NH:2][C:4](=[O:5])[O:10][C:7]([CH3:9])([CH3:8])[CH3:6])[CH:26]=[CH:25][C:24]=1[N+:27]([O-:29])=[O:28], predict the reactants needed to synthesize it. The reactants are: C[N:2]([CH:4]=[O:5])[CH3:3].[CH3:6][C:7]([O-:10])([CH3:9])[CH3:8].[K+].CN([C:21]1[CH:26]=[CH:25][C:24]([N+:27]([O-:29])=[O:28])=[CH:23][CH:22]=1)C(=O)OC(C)(C)C.Cl.O([NH2:33])C. (5) Given the product [OH:14][C:11]1[CH:12]=[CH:13][C:8]([C:6]2[N:7]=[C:2]([NH:15][C:16]3[CH:17]=[C:18]([CH:22]=[CH:23][CH:24]=3)[C:19]([OH:21])=[O:20])[CH:3]=[N:4][CH:5]=2)=[CH:9][CH:10]=1, predict the reactants needed to synthesize it. The reactants are: Cl[C:2]1[N:7]=[C:6]([C:8]2[CH:13]=[CH:12][C:11]([OH:14])=[CH:10][CH:9]=2)[CH:5]=[N:4][CH:3]=1.[NH2:15][C:16]1[CH:17]=[C:18]([CH:22]=[CH:23][CH:24]=1)[C:19]([OH:21])=[O:20].CC1(C)C2C(=C(P(C3C=CC=CC=3)C3C=CC=CC=3)C=CC=2)OC2C(P(C3C=CC=CC=3)C3C=CC=CC=3)=CC=CC1=2. (6) Given the product [CH3:30][C:29]1([CH3:31])[CH2:28][C:27](=[O:32])[CH2:26][C:24]([CH3:25])([CH3:23])[P:22]1[C:17]1[CH:18]=[CH:19][CH:20]=[CH:21][C:16]=1[C:5]1[C:6]([CH:13]([CH3:14])[CH3:15])=[CH:7][C:8]([CH:10]([CH3:11])[CH3:12])=[CH:9][C:4]=1[CH:1]([CH3:2])[CH3:3], predict the reactants needed to synthesize it. The reactants are: [CH:1]([C:4]1[CH:9]=[C:8]([CH:10]([CH3:12])[CH3:11])[CH:7]=[C:6]([CH:13]([CH3:15])[CH3:14])[C:5]=1[C:16]1[CH:21]=[CH:20][CH:19]=[CH:18][C:17]=1[PH2:22])([CH3:3])[CH3:2].[CH3:23][C:24](=[CH:26][C:27](=[O:32])[CH:28]=[C:29]([CH3:31])[CH3:30])[CH3:25].